From a dataset of Catalyst prediction with 721,799 reactions and 888 catalyst types from USPTO. Predict which catalyst facilitates the given reaction. (1) Reactant: [CH2:1]([O:3][C:4](=[O:11])[C@@H:5]1[CH2:9][CH2:8][C:7](=[O:10])[NH:6]1)[CH3:2].[C:12]([O:16][C:17](O[C:17]([O:16][C:12]([CH3:15])([CH3:14])[CH3:13])=[O:18])=[O:18])([CH3:15])([CH3:14])[CH3:13]. Product: [CH2:1]([O:3][C:4](=[O:11])[C@@H:5]1[CH2:9][CH2:8][C:7](=[O:10])[N:6]1[C:17]([O:16][C:12]([CH3:15])([CH3:14])[CH3:13])=[O:18])[CH3:2]. The catalyst class is: 64. (2) Reactant: C(OC([N:8]1[C:17]2[N:16]=[CH:15][C:14](/[CH:18]=[CH:19]/[C:20]([O:22]CC3C=CC=CC=3)=[O:21])=[CH:13][C:12]=2[CH2:11][CH2:10][CH2:9]1)=O)(C)(C)C.[Li+].[OH-]. Product: [N:16]1[C:17]2[NH:8][CH2:9][CH2:10][CH2:11][C:12]=2[CH:13]=[C:14](/[CH:18]=[CH:19]/[C:20]([OH:22])=[O:21])[CH:15]=1. The catalyst class is: 89. (3) Reactant: Cl[C:2]1[C:3]2[C:10]([C:11]3[CH:16]=[CH:15][CH:14]=[CH:13][CH:12]=3)=[C:9]([C:17]3[CH:22]=[CH:21][CH:20]=[CH:19][CH:18]=3)[O:8][C:4]=2[N:5]=[CH:6][N:7]=1.[NH2:23][CH2:24][C:25]1[CH:31]=[CH:30][C:28]([NH2:29])=[CH:27][CH:26]=1. Product: [NH2:29][C:28]1[CH:30]=[CH:31][C:25]([CH2:24][NH:23][C:2]2[C:3]3[C:10]([C:11]4[CH:16]=[CH:15][CH:14]=[CH:13][CH:12]=4)=[C:9]([C:17]4[CH:22]=[CH:21][CH:20]=[CH:19][CH:18]=4)[O:8][C:4]=3[N:5]=[CH:6][N:7]=2)=[CH:26][CH:27]=1. The catalyst class is: 51. (4) Reactant: Cl[C:2]1[C:7]([CH3:8])=[CH:6][C:5]([N+:9]([O-:11])=[O:10])=[CH:4][N:3]=1.O.[NH2:13][NH2:14]. Product: [NH:13]([C:2]1[C:7]([CH3:8])=[CH:6][C:5]([N+:9]([O-:11])=[O:10])=[CH:4][N:3]=1)[NH2:14]. The catalyst class is: 14. (5) Reactant: [C:1]([O:5][C:6]([NH:8][C@H:9]([C:19](=[O:22])[CH:20]=[CH2:21])[CH2:10][CH2:11][C:12]([O:14][C:15]([CH3:18])([CH3:17])[CH3:16])=[O:13])=[O:7])([CH3:4])([CH3:3])[CH3:2].Cl.[Cl:24][C:25]1[CH:30]=[CH:29][CH:28]=[C:27]([Cl:31])[C:26]=1[C:32]1[CH:36]=[C:35]([C:37]2[CH:42]=[C:41]([NH2:43])[CH:40]=[CH:39][N:38]=2)[O:34][N:33]=1.C(N(C(C)C)CC)(C)C. Product: [C:1]([O:5][C:6]([NH:8][C@@H:9]([C:19](=[O:22])[CH2:20][CH2:21][NH:43][C:41]1[CH:40]=[CH:39][N:38]=[C:37]([C:35]2[O:34][N:33]=[C:32]([C:26]3[C:25]([Cl:24])=[CH:30][CH:29]=[CH:28][C:27]=3[Cl:31])[CH:36]=2)[CH:42]=1)[CH2:10][CH2:11][C:12]([O:14][C:15]([CH3:18])([CH3:17])[CH3:16])=[O:13])=[O:7])([CH3:3])([CH3:4])[CH3:2]. The catalyst class is: 245. (6) The catalyst class is: 23. Reactant: [NH2:1][C:2]1[N:3]=[CH:4][C:5]([C:18]2[CH:46]=[CH:45][C:21]([CH2:22][NH:23][CH:24]3[CH2:29][CH2:28][N:27]([C:30]([O:32][C:33]([CH3:36])([CH3:35])[CH3:34])=[O:31])[C@@H:26]([C:37]([O:39][CH:40]4[CH2:44][CH2:43][CH2:42][CH2:41]4)=[O:38])[CH2:25]3)=[CH:20][CH:19]=2)=[N:6][C:7]=1[NH:8][CH2:9][C:10]1[C:15]([Cl:16])=[CH:14][CH:13]=[CH:12][C:11]=1[Cl:17].[CH:47](=O)[CH3:48].C(O)(=O)C. Product: [NH2:1][C:2]1[N:3]=[CH:4][C:5]([C:18]2[CH:19]=[CH:20][C:21]([CH2:22][N:23]([CH2:47][CH3:48])[CH:24]3[CH2:29][CH2:28][N:27]([C:30]([O:32][C:33]([CH3:36])([CH3:35])[CH3:34])=[O:31])[C@@H:26]([C:37]([O:39][CH:40]4[CH2:41][CH2:42][CH2:43][CH2:44]4)=[O:38])[CH2:25]3)=[CH:45][CH:46]=2)=[N:6][C:7]=1[NH:8][CH2:9][C:10]1[C:11]([Cl:17])=[CH:12][CH:13]=[CH:14][C:15]=1[Cl:16]. (7) Reactant: [F:1][C:2]1[CH:7]=[CH:6][C:5]([N:8]2[CH2:11][CH2:10][C:9]2=[O:12])=[CH:4][CH:3]=1.FC(F)(F)S(O)(=O)=O.C(=O)(O)[O-].[Na+]. Product: [F:1][C:2]1[CH:7]=[C:6]2[C:5](=[CH:4][CH:3]=1)[NH:8][CH2:11][CH2:10][C:9]2=[O:12]. The catalyst class is: 4. (8) Reactant: [N:1]([C:4]1[CH:9]=[CH:8][CH:7]=[CH:6][C:5]=1[F:10])=[N+:2]=[N-:3].[C:11]([O:17]CC)(=[O:16])[CH2:12][C:13]([CH3:15])=O.[O-]CC.[Na+].[OH-].[Na+]. Product: [F:10][C:5]1[CH:6]=[CH:7][CH:8]=[CH:9][C:4]=1[N:1]1[C:13]([CH3:15])=[C:12]([C:11]([OH:17])=[O:16])[N:3]=[N:2]1. The catalyst class is: 88. (9) The catalyst class is: 12. Reactant: [Br:1]Br.[CH2:3]([O:5][C:6]([C:8]1[S:9][C:10]([C:14](=[O:16])[CH3:15])=[C:11]([CH3:13])[N:12]=1)=[O:7])[CH3:4]. Product: [CH2:3]([O:5][C:6]([C:8]1[S:9][C:10]([C:14](=[O:16])[CH2:15][Br:1])=[C:11]([CH3:13])[N:12]=1)=[O:7])[CH3:4].